From a dataset of Experimentally validated miRNA-target interactions with 360,000+ pairs, plus equal number of negative samples. Binary Classification. Given a miRNA mature sequence and a target amino acid sequence, predict their likelihood of interaction. (1) The miRNA is dme-miR-92b-3p with sequence AAUUGCACUAGUCCCGGCCUGC. The protein sequence of the target gene is MGSRDHLFKVLVVGDAAVGKTSLVQRYSQDSFSKHYKSTVGVDFALKVLQWSDYEIVRLQLWDIAGQERFTSMTRLYYRDASACVIMFDVTNATTFSNSQRWKQDLDSKLTLPNGEPVPCLLLANKCDLSPWAVSRDQIDRFSKENGFTGWTETSVKENKNINEAMRVLIEKMMRNSTEDIMSLSTQGDYINLQTKSSSWSCC. Result: 0 (no interaction). (2) The miRNA is hsa-miR-499b-5p with sequence ACAGACUUGCUGUGAUGUUCA. The protein sequence of the target gene is MEAAVGAPDGVDQGGVGPLEDETPMDAYLRKLGLYRKLVAKDGSCLFRAVAEQVLHSQSRHVEVRMACIRYLRENREKFEAFIEGSFEEYLKRLENPQEWVGQVEISALSLMYRKDFVIYQEPNVSPSHVTENNFPEKVLLCFSNGNHYDIVYPITYKDSSAMCQSLLYELLYEKVFKTDVSKIMMGLEASEVAEESNSEISDSEDDSCKSKSTAATDVNGFKPSGSENPKNNGNSADLPLSRKVLKSLNPAVYRNVEYEIWLKSKQAQQKRDYSIAAGLQYEVGDKCHQVRLDHNGKLS.... Result: 0 (no interaction). (3) The miRNA is hsa-miR-218-5p with sequence UUGUGCUUGAUCUAACCAUGU. The protein sequence of the target gene is MGWLFLKVLLAGVSFSGFLYPLVDFCISGKTRGQKPNFVIILADDMGWGDLGANWAETKDTANLDKMASEGMRFVDFHAAASTCSPSRASLLTGRLGLRNGVTRNFAVTSVGGLPLNETTLAEVLQQAGYVTGIIGKWHLGHHGSYHPNFRGFDYYFGIPYSHDMGCTDTPGYNHPPCPACPQGDGPSRNLQRDCYTDVALPLYENLNIVEQPVNLSSLAQKYAEKATQFIQRASTSGRPFLLYVALAHMHVPLPVTQLPAAPRGRSLYGAGLWEMDSLVGQIKDKVDHTVKENTFLWFT.... Result: 1 (interaction). (4) The miRNA is mmu-miR-26b-5p with sequence UUCAAGUAAUUCAGGAUAGGU. The protein sequence of the target gene is MMPMILTVFLSNNEQILTEVPITPETTCRDVVEFCKEPGEGGCHLAEVWRGSERPIPYDHMMYEHLQKWGPRREEVKFFLRHEDSPTESSEQGARQTQEQRTQRSVVNVPGEKRTENGVGNPRVELTLSELQDMAARQQQQIENQQQMLVAKEQRLHFLKQQERRQQQSVSENEKLQKLKERVEAQENKLKKIRAMRGQVDYSKIMNGNLSAEIERFSAMFQEKKQEVQTAILRVDQLSQQLEDLKKGKLNGFQSYNGRLTGPAAVELKRLYQELQIRNQLNQEQNSKLQQQKELLNKRN.... Result: 0 (no interaction). (5) The miRNA is mmu-miR-376b-3p with sequence AUCAUAGAGGAACAUCCACUU. The protein sequence of the target gene is MAAVYSGISLKLKSKTTSWEDKLKLAHFAWISHQCFLPNKEQVLLDWARQSLVAFYKKKLELKEDIVERLWIYIDNILHSRKLQNLLKNGKTINLQISLVKIINERVAEFSLSGSQRNICAVLRCCQGILSTPALAVIYTAKQELMVALLSQLCWSACRQPEGAVVAQLFEVIHLALGHYLLILQQQVNPRRAFGDVTAHLLQPCLVLRHLLSGGTWTQAGQGQLRQVLSRDIRSQIEAMFRGGIFQPELLSSYKEGLLDQQQGDVKTGAMKNLLAPMDTVLNRLVDAGYCAASLHTSVV.... Result: 0 (no interaction). (6) The miRNA is mmu-miR-669m-3p with sequence AUAUACAUCCACACAAACAUAU. The protein sequence of the target gene is MTQQPLRGVTSLRFNQDQSCFCCAMETGVRIYNVEPLMEKGHLDHEQVGSMGLVEMLHRSNLLALVGGGSSPKFSEISVLIWDDAREGKDSKEKLVLEFTFTKPVLSVRMRHDKIVIVLKNRIYVYSFPDNPRKLFEFDTRDNPKGLCDLCPSLEKQLLVFPGHKCGSLQLVDLASTKPGTSSAPFTINAHQSDIACVSLNQPGTVVASASQKGTLIRLFDTQSKEKLVELRRGTDPATLYCINFSHDSSFLCASSDKGTVHIFALKDTRLNRRSALARVGKVGPMIGQYVDSQWSLASF.... Result: 0 (no interaction). (7) The miRNA is hsa-miR-519c-3p with sequence AAAGUGCAUCUUUUUAGAGGAU. The protein sequence of the target gene is MADTDLFMECEEEELEPWQKISDVIEDSVVEDYNSVDKTTTVSVSQQPVSAPVPIAAHASVAGHLSTSTTVSSSGAQNSDSTKKTLVTLIANNNAGNPLVQQGGQPLILTQNPAPGLGTMVTQPVLRPVQVMQNANHVTSSPVASQPIFITTQGFPVRNVRPVQNAMNQVGIVLNVQQGQTVRPITLVPAPGTQFVKPTVGVPQVFSQMTPVRPGSTMPVRPTTNTFTTVIPATLTIRSTVPQSQSQQTKSTPSTSTTPTATQPTSLGQLAVQSPGQSNQTTNPKLAPSFPSPPAVSIAS.... Result: 1 (interaction). (8) The miRNA is hsa-miR-324-5p with sequence CGCAUCCCCUAGGGCAUUGGUG. The protein sequence of the target gene is MSLRSGGRRRADPGADGEASRDDGATSSVSALKRLERSQWTDKMDLRFGFERLKEPGEKTGWLINMHPTEILDEDKRLGSAVDYYFIQDDGSRFKVALPYKPYFYIATRKGCEREVSSFLSKKFQGKIAKVETVPKEDLDLPNHLVGLKRNYIRLSFHTVEDLVKVRKEISPAVKKNREQDHASDAYTALLSSVLQRGGVITDEEETSKKIADQLDNIVDMREYDVPYHIRLSIDLKIHVAHWYNVRYRGNAFPVEITRRDDLVERPDPVVLAFDIETTKLPLKFPDAETDQIMMISYMI.... Result: 1 (interaction). (9) The miRNA is hsa-miR-4745-5p with sequence UGAGUGGGGCUCCCGGGACGGCG. The protein sequence of the target gene is MASRIGLRMQLMREQAQQEEQRERMQQQAVMHYMQQQQQQQQQQLGGPPTPAINTPVHFQSPPPVPGEVLKVQSYLENPTSYHLQQSQHQKVREYLSETYGNKFAAHISPAQGSPKPPPAASPGVRAGHVLSSSAGNSAPNSPMAMLHIGSNPERELDDVIDNIMRLDDVLGYINPEMQMPNTLPLSSSHLNVYSSDPQVTASLVGVTSSSCPADLTQKRELTDAESRALAKERQKKDNHNLIERRRRFNINDRIKELGMLIPKANDLDVRWNKGTILKASVDYIRRMQKDLQKSRELEN.... Result: 0 (no interaction). (10) The miRNA is cel-miR-253-5p with sequence CUUUUCACACACCUCACUAACA. The protein sequence of the target gene is MAAAPLKVCIVGSGNWGSAVAKIIGSNVKTLQKFSSTVKMWVFEETVNGRKLTDIINNDHENVKYLPGHKLPENVVAVPNLSEAVQDADLLVFVIPHQFIHKICDEITGRVPEKALGITLIKGIDEGPDGLKLISDIIREKMGIDISVLMGANIASEVAAEKFCETTIGSKVMQNGLLFKELLQTPNFRITVVDDADTVELCGALKNIVAVGAGFCDGLRCGDNTKAAVIRLGLMEMIAFAKIFCKGQVSTATFLESCGVADLITTCYGGRNRRVAEAFARTGKTIEELEKELLNGQKLQ.... Result: 0 (no interaction).